Dataset: NCI-60 drug combinations with 297,098 pairs across 59 cell lines. Task: Regression. Given two drug SMILES strings and cell line genomic features, predict the synergy score measuring deviation from expected non-interaction effect. (1) Drug 1: COC1=CC(=CC(=C1O)OC)C2C3C(COC3=O)C(C4=CC5=C(C=C24)OCO5)OC6C(C(C7C(O6)COC(O7)C8=CC=CS8)O)O. Drug 2: CCCS(=O)(=O)NC1=C(C(=C(C=C1)F)C(=O)C2=CNC3=C2C=C(C=N3)C4=CC=C(C=C4)Cl)F. Cell line: SF-539. Synergy scores: CSS=42.9, Synergy_ZIP=-1.35, Synergy_Bliss=-2.48, Synergy_Loewe=-34.2, Synergy_HSA=-1.73. (2) Drug 1: CC(C)(C#N)C1=CC(=CC(=C1)CN2C=NC=N2)C(C)(C)C#N. Drug 2: B(C(CC(C)C)NC(=O)C(CC1=CC=CC=C1)NC(=O)C2=NC=CN=C2)(O)O. Cell line: MALME-3M. Synergy scores: CSS=38.4, Synergy_ZIP=-0.274, Synergy_Bliss=-1.78, Synergy_Loewe=-7.70, Synergy_HSA=-3.91. (3) Drug 1: CC1C(C(=O)NC(C(=O)N2CCCC2C(=O)N(CC(=O)N(C(C(=O)O1)C(C)C)C)C)C(C)C)NC(=O)C3=C4C(=C(C=C3)C)OC5=C(C(=O)C(=C(C5=N4)C(=O)NC6C(OC(=O)C(N(C(=O)CN(C(=O)C7CCCN7C(=O)C(NC6=O)C(C)C)C)C)C(C)C)C)N)C. Drug 2: COC1=C2C(=CC3=C1OC=C3)C=CC(=O)O2. Cell line: SR. Synergy scores: CSS=13.3, Synergy_ZIP=-12.4, Synergy_Bliss=-12.5, Synergy_Loewe=-46.9, Synergy_HSA=-12.9. (4) Drug 2: CC1CCC2CC(C(=CC=CC=CC(CC(C(=O)C(C(C(=CC(C(=O)CC(OC(=O)C3CCCCN3C(=O)C(=O)C1(O2)O)C(C)CC4CCC(C(C4)OC)O)C)C)O)OC)C)C)C)OC. Cell line: M14. Drug 1: C1CC(=O)NC(=O)C1N2CC3=C(C2=O)C=CC=C3N. Synergy scores: CSS=14.9, Synergy_ZIP=-0.0718, Synergy_Bliss=1.85, Synergy_Loewe=-6.39, Synergy_HSA=3.68. (5) Synergy scores: CSS=1.88, Synergy_ZIP=-0.546, Synergy_Bliss=-0.677, Synergy_Loewe=-1.29, Synergy_HSA=-0.863. Drug 2: CC(C)NC(=O)C1=CC=C(C=C1)CNNC.Cl. Cell line: NCI-H522. Drug 1: C1CC(=O)NC(=O)C1N2C(=O)C3=CC=CC=C3C2=O. (6) Drug 1: CC12CCC3C(C1CCC2=O)CC(=C)C4=CC(=O)C=CC34C. Drug 2: CN(C(=O)NC(C=O)C(C(C(CO)O)O)O)N=O. Cell line: HCT116. Synergy scores: CSS=16.0, Synergy_ZIP=-1.01, Synergy_Bliss=-1.83, Synergy_Loewe=-1.20, Synergy_HSA=-0.929. (7) Drug 1: CC12CCC3C(C1CCC2O)C(CC4=C3C=CC(=C4)O)CCCCCCCCCS(=O)CCCC(C(F)(F)F)(F)F. Drug 2: CN(CC1=CN=C2C(=N1)C(=NC(=N2)N)N)C3=CC=C(C=C3)C(=O)NC(CCC(=O)O)C(=O)O. Cell line: KM12. Synergy scores: CSS=36.7, Synergy_ZIP=2.71, Synergy_Bliss=4.33, Synergy_Loewe=-45.0, Synergy_HSA=2.79.